From a dataset of Forward reaction prediction with 1.9M reactions from USPTO patents (1976-2016). Predict the product of the given reaction. (1) Given the reactants Br[C:2]1[CH:3]=[CH:4][C:5]2[C:6](=[O:16])[C:7]3[C:12]([C:13]=2[CH:14]=1)=[CH:11][C:10](Br)=[CH:9][CH:8]=3.[OH-:17].[Na+].[OH2:19], predict the reaction product. The product is: [OH:17][C:2]1[CH:3]=[CH:4][C:5]2[C:6](=[O:16])[C:7]3[C:12]([C:13]=2[CH:14]=1)=[CH:11][C:10]([OH:19])=[CH:9][CH:8]=3. (2) Given the reactants [O:1]=[C:2]1[CH:6]([C:7](OCC)=[O:8])[CH:5]([C:12]2[CH:17]=[CH:16][CH:15]=[CH:14][CH:13]=2)[CH2:4][NH:3]1.O.[NH2:19][NH2:20], predict the reaction product. The product is: [O:1]=[C:2]1[CH:6]([C:7]([NH:19][NH2:20])=[O:8])[CH:5]([C:12]2[CH:17]=[CH:16][CH:15]=[CH:14][CH:13]=2)[CH2:4][NH:3]1. (3) The product is: [CH2:1]([O:3][C:4](=[O:25])[C:5]([CH3:24])([O:17][C:18]1[CH:23]=[CH:22][CH:21]=[CH:20][CH:19]=1)[CH2:6][C:7]1[CH:12]=[CH:11][C:10]([O:13][CH2:44][CH2:43][C:41]2[N:42]=[C:38]([C:34]3[CH:33]=[C:32]([C:57]4[CH:62]=[CH:61][CH:60]=[CH:59][CH:58]=4)[CH:37]=[CH:36][CH:35]=3)[O:39][C:40]=2[CH3:56])=[C:9]([CH2:14][CH2:15][CH3:16])[CH:8]=1)[CH3:2]. Given the reactants [CH2:1]([O:3][C:4](=[O:25])[C:5]([CH3:24])([O:17][C:18]1[CH:23]=[CH:22][CH:21]=[CH:20][CH:19]=1)[CH2:6][C:7]1[CH:12]=[CH:11][C:10]([OH:13])=[C:9]([CH2:14][CH2:15][CH3:16])[CH:8]=1)[CH3:2].C(=O)([O-])[O-].[Cs+].[Cs+].[C:32]1([C:57]2[CH:62]=[CH:61][CH:60]=[CH:59][CH:58]=2)[CH:37]=[CH:36][CH:35]=[C:34]([C:38]2[O:39][C:40]([CH3:56])=[C:41]([CH2:43][CH2:44]OS(C3C=CC(C)=CC=3)(=O)=O)[N:42]=2)[CH:33]=1, predict the reaction product. (4) The product is: [CH:6]1([CH2:5][CH:4]([C:11]2[CH:12]=[CH:13][C:14]([C:17]3[CH:18]=[N:19][CH:20]=[CH:21][CH:22]=3)=[CH:15][CH:16]=2)[C:3]([NH:28][C:26]([NH:25][CH3:24])=[O:27])=[O:23])[CH2:10][CH2:9][CH2:8][CH2:7]1. Given the reactants CO[C:3](=[O:23])[CH:4]([C:11]1[CH:16]=[CH:15][C:14]([C:17]2[CH:18]=[N:19][CH:20]=[CH:21][CH:22]=2)=[CH:13][CH:12]=1)[CH2:5][CH:6]1[CH2:10][CH2:9][CH2:8][CH2:7]1.[CH3:24][NH:25][C:26]([NH2:28])=[O:27].C[O-].[Mg+2].C[O-].CO, predict the reaction product. (5) Given the reactants [Si:1]([O:18][CH2:19][CH2:20][C:21]1[C:22](=[O:51])[N:23]([C:27]2[C:32]([CH3:33])=[CH:31][C:30]([NH:34][CH2:35][C@@H:36]([OH:49])[CH2:37][N:38]3[C:46](=[O:47])[C:45]4[C:40](=[CH:41][CH:42]=[CH:43][CH:44]=4)[C:39]3=[O:48])=[CH:29][C:28]=2[CH3:50])[CH:24]=[CH:25][CH:26]=1)([C:14]([CH3:17])([CH3:16])[CH3:15])([C:8]1[CH:13]=[CH:12][CH:11]=[CH:10][CH:9]=1)[C:2]1[CH:7]=[CH:6][CH:5]=[CH:4][CH:3]=1.[C:52](N1C=CN=C1)(N1C=CN=C1)=[O:53].O.ClCCl, predict the reaction product. The product is: [Si:1]([O:18][CH2:19][CH2:20][C:21]1[C:22](=[O:51])[N:23]([C:27]2[C:28]([CH3:50])=[CH:29][C:30]([N:34]3[CH2:35][C@H:36]([CH2:37][N:38]4[C:46](=[O:47])[C:45]5[C:40](=[CH:41][CH:42]=[CH:43][CH:44]=5)[C:39]4=[O:48])[O:49][C:52]3=[O:53])=[CH:31][C:32]=2[CH3:33])[CH:24]=[CH:25][CH:26]=1)([C:14]([CH3:17])([CH3:16])[CH3:15])([C:8]1[CH:9]=[CH:10][CH:11]=[CH:12][CH:13]=1)[C:2]1[CH:7]=[CH:6][CH:5]=[CH:4][CH:3]=1. (6) Given the reactants Cl[C:2]1[N:7]=[CH:6][C:5]([O:8][CH2:9][C@@H:10]([NH:12][C:13](=[O:19])[O:14][C:15]([CH3:18])([CH3:17])[CH3:16])[CH3:11])=[CH:4][C:3]=1[F:20].C(N(CC)CC)C.[CH2:28]([OH:30])[CH3:29].CN([CH:34]=[O:35])C, predict the reaction product. The product is: [C:15]([O:14][C:13]([NH:12][C@@H:10]([CH3:11])[CH2:9][O:8][C:5]1[CH:4]=[C:3]([F:20])[C:2]([C:34]([O:30][CH2:28][CH3:29])=[O:35])=[N:7][CH:6]=1)=[O:19])([CH3:18])([CH3:17])[CH3:16]. (7) Given the reactants Br[C:2]1[CH:3]=[C:4]2[C:8](=[C:9]([C:11]([NH2:13])=[O:12])[CH:10]=1)[NH:7][CH:6]=[C:5]2[CH:14]1[CH2:19][CH2:18][N:17]([S:20]([CH2:23][CH3:24])(=[O:22])=[O:21])[CH2:16][CH2:15]1.C[C:26]1[CH:31]=[CH:30][N:29]=[CH:28][C:27]=1B(O)O.[C:35](=O)([O-])[O-].[K+].[K+], predict the reaction product. The product is: [CH2:23]([S:20]([N:17]1[CH2:18][CH2:19][CH:14]([C:5]2[C:4]3[C:8](=[C:9]([C:11]([NH2:13])=[O:12])[CH:10]=[C:2]([C:31]4[CH:30]=[N:29][C:28]([CH3:35])=[CH:27][CH:26]=4)[CH:3]=3)[NH:7][CH:6]=2)[CH2:15][CH2:16]1)(=[O:22])=[O:21])[CH3:24].